Dataset: Forward reaction prediction with 1.9M reactions from USPTO patents (1976-2016). Task: Predict the product of the given reaction. (1) Given the reactants [CH3:1][C@@H:2]1[CH2:6][C:5]2[C:7]([CH:32]3[CH2:37][CH2:36][NH:35][CH2:34][CH2:33]3)=[C:8]([CH3:31])[CH:9]=[C:10]([NH:11][C:12]3[N:17]=[C:16]([NH:18][C:19]4[CH:24]=[CH:23][CH:22]=[CH:21][C:20]=4[S:25]([CH:28]([CH3:30])[CH3:29])(=[O:27])=[O:26])[N:15]=[CH:14][N:13]=3)[C:4]=2[O:3]1.[Cl:38][CH2:39][CH:40]=O.[BH-](OC(C)=O)(OC(C)=O)OC(C)=O.[Na+], predict the reaction product. The product is: [Cl:38][CH2:39][CH2:40][N:35]1[CH2:34][CH2:33][CH:32]([C:7]2[C:5]3[CH2:6][CH:2]([CH3:1])[O:3][C:4]=3[C:10]([NH:11][C:12]3[N:17]=[C:16]([NH:18][C:19]4[CH:24]=[CH:23][CH:22]=[CH:21][C:20]=4[S:25]([CH:28]([CH3:29])[CH3:30])(=[O:27])=[O:26])[N:15]=[CH:14][N:13]=3)=[CH:9][C:8]=2[CH3:31])[CH2:37][CH2:36]1.[Cl:38][CH2:39][CH2:40][N:35]1[CH2:34][CH2:33][CH:32]([C:7]2[C:5]3[CH2:6][C@@H:2]([CH3:1])[O:3][C:4]=3[C:10]([NH:11][C:12]3[N:17]=[C:16]([NH:18][C:19]4[CH:24]=[CH:23][CH:22]=[CH:21][C:20]=4[S:25]([CH:28]([CH3:29])[CH3:30])(=[O:27])=[O:26])[N:15]=[CH:14][N:13]=3)=[CH:9][C:8]=2[CH3:31])[CH2:37][CH2:36]1. (2) Given the reactants C([O:4][C@@H:5]([CH3:38])/[CH:6]=[CH:7]\[C:8]([NH:10][C@H:11]1[C@@H:16]([CH3:17])[O:15][C@@H:14]([CH2:18]/[CH:19]=[C:20](\[CH3:36])/[CH:21]=[CH:22]/[C@@H:23]2[CH2:30][C@@:27]3([O:29][CH2:28]3)[CH2:26][C@@H:25]([CH2:31][C:32]([O:34][CH3:35])=[O:33])[O:24]2)[C@@H:13]([CH3:37])[CH2:12]1)=[O:9])(=O)C.C(=O)([O-])[O-].[K+].[K+], predict the reaction product. The product is: [OH:4][C@@H:5]([CH3:38])/[CH:6]=[CH:7]\[C:8]([NH:10][C@H:11]1[C@@H:16]([CH3:17])[O:15][C@@H:14]([CH2:18]/[CH:19]=[C:20](\[CH3:36])/[CH:21]=[CH:22]/[C@@H:23]2[CH2:30][C@@:27]3([O:29][CH2:28]3)[CH2:26][C@@H:25]([CH2:31][C:32]([O:34][CH3:35])=[O:33])[O:24]2)[C@@H:13]([CH3:37])[CH2:12]1)=[O:9]. (3) Given the reactants C(OC([N:8]1[CH2:11][CH:10]([CH2:12][C:13]2[N:14]([CH3:38])[C:15]3[C:20]([N:21]=2)=[C:19]([N:22]2[CH2:27][CH2:26][O:25][CH2:24][CH2:23]2)[N:18]=[C:17]([N:28]2[C:32]4[CH:33]=[CH:34][CH:35]=[CH:36][C:31]=4[N:30]=[C:29]2[CH3:37])[N:16]=3)[CH2:9]1)=O)(C)(C)C.C(O)(C(F)(F)F)=O, predict the reaction product. The product is: [NH:8]1[CH2:9][CH:10]([CH2:12][C:13]2[N:14]([CH3:38])[C:15]3[C:20]([N:21]=2)=[C:19]([N:22]2[CH2:27][CH2:26][O:25][CH2:24][CH2:23]2)[N:18]=[C:17]([N:28]2[C:32]4[CH:33]=[CH:34][CH:35]=[CH:36][C:31]=4[N:30]=[C:29]2[CH3:37])[N:16]=3)[CH2:11]1. (4) Given the reactants [Cl:1][C:2]1[CH:3]=[CH:4][C:5]([CH2:8][O:9][C:10]2[CH:15]=[CH:14][NH:13][C:12](=[O:16])[CH:11]=2)=[N:6][CH:7]=1.Br[C:18]1[CH:19]=[CH:20][C:21]([N:24]2[CH2:28][CH2:27][CH:26]([N:29]3[CH2:34][CH2:33][O:32][CH2:31][CH2:30]3)[CH2:25]2)=[N:22][CH:23]=1.[C@@H]1(N)CCCC[C@H]1N.C([O-])([O-])=O.[K+].[K+], predict the reaction product. The product is: [Cl:1][C:2]1[CH:3]=[CH:4][C:5]([CH2:8][O:9][C:10]2[CH:15]=[CH:14][N:13]([C:18]3[CH:23]=[N:22][C:21]([N:24]4[CH2:28][CH2:27][CH:26]([N:29]5[CH2:34][CH2:33][O:32][CH2:31][CH2:30]5)[CH2:25]4)=[CH:20][CH:19]=3)[C:12](=[O:16])[CH:11]=2)=[N:6][CH:7]=1. (5) The product is: [CH:9]1([CH2:12][N:6]2[CH:5]=[C:4]([N+:1]([O-:3])=[O:2])[CH:8]=[N:7]2)[CH2:11][CH2:10]1. Given the reactants [N+:1]([C:4]1[CH:5]=[N:6][NH:7][CH:8]=1)([O-:3])=[O:2].[CH:9]1([CH2:12]Br)[CH2:11][CH2:10]1.C(=O)([O-])[O-].[K+].[K+], predict the reaction product. (6) Given the reactants Cl[C:2](=[CH2:5])[C:3]#[N:4].C(=O)([O-])[O-].[K+].[K+].[C:12]1([C:14](=[CH:16][CH:17]=[CH:18][CH:19]=1)[OH:15])[OH:13], predict the reaction product. The product is: [O:13]1[C:12]2[CH:19]=[CH:18][CH:17]=[CH:16][C:14]=2[O:15][CH2:5][CH:2]1[C:3]#[N:4].